From a dataset of Forward reaction prediction with 1.9M reactions from USPTO patents (1976-2016). Predict the product of the given reaction. (1) The product is: [C:1]([NH:5][S:6]([CH2:9][CH2:10][C:11]1[CH:16]=[CH:15][C:14]([NH:17][C:66]([C:55]2[N:56]([CH2:58][O:59][CH2:60][CH2:61][Si:62]([CH3:65])([CH3:64])[CH3:63])[CH:57]=[C:53]([C:51]#[N:52])[N:54]=2)=[O:67])=[C:13]([C:18]2[CH2:23][CH2:22][C:21]([CH3:25])([CH3:24])[CH2:20][CH:19]=2)[CH:12]=1)(=[O:8])=[O:7])([CH3:4])([CH3:2])[CH3:3]. Given the reactants [C:1]([NH:5][S:6]([CH2:9][CH2:10][C:11]1[CH:16]=[CH:15][C:14]([NH2:17])=[C:13]([C:18]2[CH2:23][CH2:22][C:21]([CH3:25])([CH3:24])[CH2:20][CH:19]=2)[CH:12]=1)(=[O:8])=[O:7])([CH3:4])([CH3:3])[CH3:2].C1CN([P+](Br)(N2CCCC2)N2CCCC2)CC1.F[P-](F)(F)(F)(F)F.[K+].[C:51]([C:53]1[N:54]=[C:55]([C:66]([O-])=[O:67])[N:56]([CH2:58][O:59][CH2:60][CH2:61][Si:62]([CH3:65])([CH3:64])[CH3:63])[CH:57]=1)#[N:52].CCN(C(C)C)C(C)C, predict the reaction product. (2) Given the reactants O/[C:2](=[CH:8]\[C:9](=O)[C:10]1[CH:15]=[CH:14][CH:13]=[CH:12][CH:11]=1)/[C:3]([O:5][CH2:6][CH3:7])=[O:4].Cl.[C:18]([NH:22][NH2:23])([CH3:21])([CH3:20])[CH3:19].CCCCCC.CCOC(C)=O, predict the reaction product. The product is: [C:18]([N:22]1[C:9]([C:10]2[CH:15]=[CH:14][CH:13]=[CH:12][CH:11]=2)=[CH:8][C:2]([C:3]([O:5][CH2:6][CH3:7])=[O:4])=[N:23]1)([CH3:21])([CH3:20])[CH3:19]. (3) Given the reactants CC(OI1(OC(C)=O)(OC(C)=O)OC(=O)C2C=CC=CC1=2)=O.[OH:23][CH2:24][CH2:25][C:26]1[CH:27]=[C:28]([CH2:31][N:32]2[CH2:52][CH2:51][C:35]3([O:40][CH2:39][CH2:38][N:37]([C:41]([C:43]4[N:44]=[C:45]([CH:48]([CH3:50])[CH3:49])[S:46][CH:47]=4)=[O:42])[CH2:36]3)[CH2:34][CH2:33]2)[S:29][CH:30]=1.FC(F)(F)C(O)=O.S([O-])([O-])(=O)=S.[Na+].[Na+].C(=O)(O)[O-].[Na+], predict the reaction product. The product is: [CH:48]([C:45]1[S:46][CH:47]=[C:43]([C:41]([N:37]2[CH2:36][C:35]3([CH2:34][CH2:33][N:32]([CH2:31][C:28]4[S:29][CH:30]=[C:26]([CH2:25][CH:24]=[O:23])[CH:27]=4)[CH2:52][CH2:51]3)[O:40][CH2:39][CH2:38]2)=[O:42])[N:44]=1)([CH3:50])[CH3:49]. (4) The product is: [Cl:1][C:2]1[N:7]=[C:6]([NH2:13])[C:5]([N+:9]([O-:11])=[O:10])=[CH:4][N:3]=1. Given the reactants [Cl:1][C:2]1[N:7]=[C:6](Cl)[C:5]([N+:9]([O-:11])=[O:10])=[CH:4][N:3]=1.[OH-].[NH4+:13], predict the reaction product. (5) Given the reactants [N+]([C:4]1[CH:5]=[C:6]([CH:11]=[C:12]([N+:14]([O-:16])=[O:15])[CH:13]=1)[C:7]([O:9][CH3:10])=[O:8])([O-])=O.[F:17][C:18]1[CH:23]=[CH:22][C:21]([OH:24])=[CH:20][CH:19]=1.P([O-])([O-])([O-])=O.[K+].[K+].[K+], predict the reaction product. The product is: [F:17][C:18]1[CH:23]=[CH:22][C:21]([O:24][C:4]2[CH:5]=[C:6]([CH:11]=[C:12]([N+:14]([O-:16])=[O:15])[CH:13]=2)[C:7]([O:9][CH3:10])=[O:8])=[CH:20][CH:19]=1. (6) Given the reactants Br[C:2]1[CH:3]=[C:4]2[C:9](=[C:10]([F:12])[CH:11]=1)[C:8]([F:13])=[C:7]([OH:14])[CH:6]=[CH:5]2.B([C:18]1[CH:26]=[CH:25][C:21]([C:22]([OH:24])=[O:23])=[CH:20][C:19]=1[CH3:27])(O)O, predict the reaction product. The product is: [F:12][C:10]1[C:9]2[C:4](=[CH:5][CH:6]=[C:7]([OH:14])[C:8]=2[F:13])[CH:3]=[C:2]([C:18]2[CH:26]=[CH:25][C:21]([C:22]([OH:24])=[O:23])=[CH:20][C:19]=2[CH3:27])[CH:11]=1. (7) Given the reactants I.[CH:2]12[CH2:13][CH2:12][CH:5]([CH2:6][CH:7]1[C:8]([O:10]C)=[O:9])[CH2:4][NH:3]2.[N:14]1[CH:19]=[CH:18][CH:17]=[CH:16][C:15]=1[S:20](Cl)(=[O:22])=[O:21], predict the reaction product. The product is: [N:14]1[CH:19]=[CH:18][CH:17]=[CH:16][C:15]=1[S:20]([N:3]1[CH2:4][C@H:5]2[CH2:12][CH2:13][C@@H:2]1[C@H:7]([C:8]([OH:10])=[O:9])[CH2:6]2)(=[O:22])=[O:21]. (8) Given the reactants [Cl:1][C:2]1[CH:3]=[C:4]([CH:10]([C:33]([F:36])([F:35])[F:34])/[CH:11]=[CH:12]/[C:13]2[CH:14]=[C:15]3[C:19](=[CH:20][CH:21]=2)[N:18]([C:22](=[O:32])[CH2:23][NH:24]C(=O)OC(C)(C)C)[CH:17]=[CH:16]3)[CH:5]=[C:6]([Cl:9])[C:7]=1[F:8].C(O)(C(F)(F)F)=O, predict the reaction product. The product is: [NH2:24][CH2:23][C:22]([N:18]1[C:19]2[C:15](=[CH:14][C:13](/[CH:12]=[CH:11]/[CH:10]([C:4]3[CH:3]=[C:2]([Cl:1])[C:7]([F:8])=[C:6]([Cl:9])[CH:5]=3)[C:33]([F:35])([F:36])[F:34])=[CH:21][CH:20]=2)[CH:16]=[CH:17]1)=[O:32]. (9) The product is: [F:40][C:38]1[CH:37]=[CH:36][C:34]2[N:35]=[C:31]([O:1][C:2]3[CH:7]=[CH:6][C:5]([C:8]4[CH:12]=[C:11]([C:13]([NH:15][CH:16]([CH:21]([CH3:23])[CH3:22])[C:17]([O:19][CH3:20])=[O:18])=[O:14])[O:10][N:9]=4)=[CH:4][CH:3]=3)[S:32][C:33]=2[CH:39]=1. Given the reactants [OH:1][C:2]1[CH:7]=[CH:6][C:5]([C:8]2[CH:12]=[C:11]([C:13]([NH:15][CH:16]([CH:21]([CH3:23])[CH3:22])[C:17]([O:19][CH3:20])=[O:18])=[O:14])[O:10][N:9]=2)=[CH:4][CH:3]=1.C(=O)([O-])[O-].[Cs+].[Cs+].Cl[C:31]1[S:32][C:33]2[CH:39]=[C:38]([F:40])[CH:37]=[CH:36][C:34]=2[N:35]=1, predict the reaction product.